From a dataset of Experimentally validated miRNA-target interactions with 360,000+ pairs, plus equal number of negative samples. Binary Classification. Given a miRNA mature sequence and a target amino acid sequence, predict their likelihood of interaction. (1) The miRNA is hsa-miR-8068 with sequence UGUUUGUUGUAAGGAUCGUUGU. The protein sequence of the target gene is MGRVPLAWWLALCCWGCAAHKDTQTEAGSPFVGNPGNITGARGLTGTLRCELQVQGEPPEVVWLRDGQILELADNTQTQVPLGEDWQDEWKVVSQLRISALQLSDAGEYQCMVHLEGRTFVSQPGFVGLEGLPYFLEEPEDKAVPANTPFNLSCQAQGPPEPVTLLWLQDAVPLAPVTGHSSQHSLQTPGLNKTSSFSCEAHNAKGVTTSRTATITVLPQRPHHLHVVSRQPTELEVAWTPGLSGIYPLTHCNLQAVLSDDGVGIWLGKSDPPEDPLTLQVSVPPHQLRLEKLLPHTPYH.... Result: 0 (no interaction). (2) The miRNA is hsa-miR-4299 with sequence GCUGGUGACAUGAGAGGC. The protein sequence of the target gene is MAGRPHPYDGNSSDPENWDRKLHSRPRKLYKHSSTSSRIAKGGVDHTKMSLHGASGGHERSRDRRRSSDRSRDSSHERTESQLTPCIRNVTSPTRQHHVEREKDHSSSRPSSPRPQKASPNGSISSAGNSSRNSSQSSSDGSCKTAGEMVFVYENAKEGARNIRTSERVTLIVDNTRFVVDPSIFTAQPNTMLGRMFGSGREHNFTRPNEKGEYEVAEGIGSTVFRAILDYYKTGIIRCPDGISIPELREACDYLCISFEYSTIKCRDLSALMHELSNDGARRQFEFYLEEMILPLMVAS.... Result: 0 (no interaction). (3) The miRNA is hsa-miR-5089-3p with sequence AUGCUACUCGGAAAUCCCACUGA. The protein sequence of the target gene is MTEALQWARYHWRRLIRGATRDDDSGPYNYSSLLACGRKSSQTPKLSGRHRIVVPHIQPFKDEYEKFSGAYVNNRIRTTKYTLLNFVPRNLFEQFHRAANLYFLFLVVLNWVPLVEAFQKEITMLPLVVVLTIIAIKDGLEDYRKYKIDKQINNLITKVYSRKEKKYIDRCWKDVTVGDFIRLSCNEVIPADMVLLFSTDPDGICHIETSGLDGESNLKQRQVVRGYAEQDSEVDPEKFSSRIECESPNNDLSRFRGFLEHSNKERVGLSKENLLLRGCTIRNTEAVVGIVVYAGHETKA.... Result: 0 (no interaction).